From a dataset of Reaction yield outcomes from USPTO patents with 853,638 reactions. Predict the reaction yield, written as a fraction of the theoretical maximum amount of product (1.0 means a 100% yield; for example, 0.34 means a 34% yield). The reactants are Cl.[CH3:2][O:3][C:4](=[O:14])[C@H:5]([CH2:7][C:8]1[CH:13]=[CH:12][CH:11]=[CH:10][CH:9]=1)[NH2:6].[C:15](=O)([O-:33])[O:16][CH:17](C1C=CC([N+]([O-])=O)=CC=1)[C:18]1[CH:23]=[CH:22][N:21]=[CH:20][CH:19]=1.CCN(C(C)C)C(C)C. The catalyst is CN(C1C=CN=CC=1)C.CN(C=O)C. The product is [CH3:2][O:3][C:4]([C@@H:5]([NH:6][C:15](=[O:33])[O:16][CH2:17][C:18]1[CH:23]=[CH:22][N:21]=[CH:20][CH:19]=1)[CH2:7][C:8]1[CH:13]=[CH:12][CH:11]=[CH:10][CH:9]=1)=[O:14]. The yield is 0.810.